Dataset: Reaction yield outcomes from USPTO patents with 853,638 reactions. Task: Predict the reaction yield, written as a fraction of the theoretical maximum amount of product (1.0 means a 100% yield; for example, 0.34 means a 34% yield). (1) The reactants are [CH3:1][O:2][C:3]1[CH:4]=[C:5]2[C:10](=[CH:11][C:12]=1[O:13][CH3:14])[N:9]=[CH:8][N:7]=[C:6]2[O:15][C:16]1[CH:26]=[CH:25][C:19]([O:20][CH2:21][C:22](O)=[O:23])=[CH:18][CH:17]=1.CCN=C=NCCCN(C)C.Cl.C1C=CC2N(O)N=NC=2C=1.[CH3:49][O:50][C:51]1[CH:56]=[CH:55][CH:54]=[C:53]([NH2:57])[CH:52]=1.C(=O)([O-])O.[Na+]. The catalyst is C(Cl)(Cl)Cl.O. The product is [CH3:49][O:50][C:51]1[CH:52]=[C:53]([NH:57][C:22](=[O:23])[CH2:21][O:20][C:19]2[CH:18]=[CH:17][C:16]([O:15][C:6]3[C:5]4[C:10](=[CH:11][C:12]([O:13][CH3:14])=[C:3]([O:2][CH3:1])[CH:4]=4)[N:9]=[CH:8][N:7]=3)=[CH:26][CH:25]=2)[CH:54]=[CH:55][CH:56]=1. The yield is 0.150. (2) The product is [NH2:26][C:23]1[N:24]=[CH:25][C:20]([C:18]2[CH:17]=[N:16][N:15]([C@H:12]3[CH2:11][CH2:10][C@H:9]([OH:8])[CH2:14][CH2:13]3)[CH:19]=2)=[C:21]2[CH:29]=[C:28]([C:33]3[C:34]4[S:38][CH:37]=[N:36][C:35]=4[CH:39]=[CH:40][C:32]=3[F:31])[O:27][C:22]=12. The yield is 0.0600. The catalyst is O1CCOCC1.C1C=CC([P]([Pd]([P](C2C=CC=CC=2)(C2C=CC=CC=2)C2C=CC=CC=2)([P](C2C=CC=CC=2)(C2C=CC=CC=2)C2C=CC=CC=2)[P](C2C=CC=CC=2)(C2C=CC=CC=2)C2C=CC=CC=2)(C2C=CC=CC=2)C2C=CC=CC=2)=CC=1. The reactants are [Si]([O:8][C@H:9]1[CH2:14][CH2:13][C@H:12]([N:15]2[CH:19]=[C:18]([C:20]3[CH:25]=[N:24][C:23]([NH2:26])=[C:22]4[O:27][C:28](Cl)=[CH:29][C:21]=34)[CH:17]=[N:16]2)[CH2:11][CH2:10]1)(C(C)(C)C)(C)C.[F:31][C:32]1[CH:40]=[CH:39][C:35]2[N:36]=[CH:37][S:38][C:34]=2[C:33]=1B(O)O.C(=O)([O-])[O-].[Na+].[Na+].Cl. (3) The reactants are [OH-:1].[Na+].[C:3]([O-])([O-])=[O:4].[K+].[K+].[CH2:9](Br)[CH:10]=[CH2:11].[CH3:26][CH2:27][CH2:28][CH2:29][N+]([CH2:26][CH2:27][CH2:28][CH3:29])([CH2:26][CH2:27][CH2:28][CH3:29])[CH2:26][CH2:27][CH2:28][CH3:29].[F-].[CH2:31]1[CH2:35][O:34]C[CH2:32]1. The catalyst is CCO.CN(C=O)C.C(OCC)(=O)C.C(OCC)C. The product is [CH2:9]([O:1][C:35](=[O:34])[CH2:31][CH2:32]/[C:28](/[CH3:29])=[CH:27]/[CH2:26][CH2:3][OH:4])[CH:10]=[CH2:11]. The yield is 0.950. (4) The reactants are [N+:1]([C:4]1[CH:12]=[CH:11][C:7]([C:8]([OH:10])=[O:9])=[CH:6][CH:5]=1)([O-:3])=[O:2].[C:13]([O:17][CH3:18])(=[O:16])[C:14]#[CH:15].CN1CCOCC1. The catalyst is C(#N)C. The product is [N+:1]([C:4]1[CH:5]=[CH:6][C:7]([C:8]([O:10][CH:15]=[CH:14][C:13]([O:17][CH3:18])=[O:16])=[O:9])=[CH:11][CH:12]=1)([O-:3])=[O:2]. The yield is 0.839. (5) The reactants are [OH:1][CH:2]1[CH2:7][CH2:6][CH:5]([N:8]2[C:16](=[O:17])[C:15]3[C:10](=[CH:11][CH:12]=[CH:13][CH:14]=3)[C:9]2=[O:18])[CH2:4][CH2:3]1.C1C=C[NH+]=CC=1.[O-][Cr](Cl)(=O)=O. The catalyst is C(Cl)Cl.CCOCC. The product is [O:1]=[C:2]1[CH2:7][CH2:6][CH:5]([N:8]2[C:16](=[O:17])[C:15]3[C:10](=[CH:11][CH:12]=[CH:13][CH:14]=3)[C:9]2=[O:18])[CH2:4][CH2:3]1. The yield is 0.650. (6) The reactants are [CH3:1][C:2]1[O:3][C:4]2[CH:10]=[C:9]([C:11]3[CH:12]=[CH:13][C:14]([NH2:17])=[N:15][CH:16]=3)[C:8]([CH3:18])=[CH:7][C:5]=2[N:6]=1.[Cl:19][C:20]1[CH:28]=[CH:27][CH:26]=[CH:25][C:21]=1[C:22](Cl)=[O:23].CCN(C(C)C)C(C)C.C([O-])(O)=O.[Na+].C(Cl)Cl. The catalyst is C(Cl)Cl. The product is [CH3:1][C:2]1[O:3][C:4]2[CH:10]=[C:9]([C:11]3[CH:12]=[CH:13][C:14]([NH:17][C:22]([C:21]4[CH:25]=[CH:26][CH:27]=[CH:28][C:20]=4[Cl:19])=[O:23])=[N:15][CH:16]=3)[C:8]([CH3:18])=[CH:7][C:5]=2[N:6]=1. The yield is 0.721. (7) The reactants are I([O-])(=O)(=O)=[O:2].[Na+].[F:7][C:8]([F:13])([F:12])[C:9]([OH:11])=[O:10].[Cl:14][C:15]1[N:16]=[CH:17][N:18]([C:20]2[CH:25]=[CH:24][C:23]([NH:26][C:27]3[N:44]=[C:30]4[CH:31]([C:37]5[CH:42]=[CH:41][C:40]([F:43])=[CH:39][CH:38]=5)[CH2:32][C:33](=C)[CH2:34][CH2:35][N:29]4[N:28]=3)=[CH:22][C:21]=2[O:45][CH3:46])[CH:19]=1. The catalyst is O.C1COCC1.[Cl-].[Na+].O.[Os](=O)(=O)(=O)=O. The product is [F:7][C:8]([F:13])([F:12])[C:9]([OH:11])=[O:10].[Cl:14][C:15]1[N:16]=[CH:17][N:18]([C:20]2[CH:25]=[CH:24][C:23]([NH:26][C:27]3[N:44]=[C:30]4[CH:31]([C:37]5[CH:38]=[CH:39][C:40]([F:43])=[CH:41][CH:42]=5)[CH2:32][C:33](=[O:2])[CH2:34][CH2:35][N:29]4[N:28]=3)=[CH:22][C:21]=2[O:45][CH3:46])[CH:19]=1. The yield is 0.470. (8) The reactants are [CH3:1][C:2]1[CH:7]=[CH:6][C:5]([NH:8][S:9]([C:12]2[CH:17]=[CH:16][CH:15]=[C:14]([CH3:18])[CH:13]=2)(=[O:11])=[O:10])=[C:4]([O:19][CH2:20][C:21]2[CH:26]=[CH:25][CH:24]=[CH:23][CH:22]=2)[C:3]=1[CH2:27][CH:28]=[CH2:29].F[P-](F)(F)(F)(F)F.N1(O[P+](N(C)C)(N(C)C)N(C)C)C2C=CC=C[C:40]=2N=N1.C(N(CC)CC)C.Cl.Cl.[NH2:66][C:67]1[CH:72]=[CH:71]C(CN)=[C:69]([CH3:75])[N:68]=1.C[N:77]([CH:79]=[O:80])C. The catalyst is C(Cl)Cl. The product is [NH2:66][C:67]1[N:68]=[C:69]([CH3:75])[C:29]([CH2:28][CH:27]([C:3]2[C:2]([CH2:1][CH3:40])=[CH:7][CH:6]=[C:5]([NH:8][S:9]([C:12]3[CH:17]=[CH:16][CH:15]=[C:14]([CH3:18])[CH:13]=3)(=[O:11])=[O:10])[C:4]=2[O:19][CH2:20][C:21]2[CH:22]=[CH:23][CH:24]=[CH:25][CH:26]=2)[C:79]([NH2:77])=[O:80])=[CH:71][CH:72]=1. The yield is 0.990. (9) The reactants are [F-].[K+].[Cl:3][C:4]1[C:12]2[O:11][CH:10]=[CH:9][C:8]=2[C:7](B2OCC(C)(C)CO2)=[CH:6][CH:5]=1.O.O.O.O.P(C1C=C(S([O-])(=O)=O)C=CC=1)(C1C=C(S([O-])(=O)=O)C=CC=1)C1C=C(S([O-])(=O)=O)C=CC=1.[Na+].[Na+].[Na+].[NH2:59][C:60]1[C:65]([F:66])=[C:64](Cl)[N:63]=[C:62]([C:68]([O:70][CH3:71])=[O:69])[C:61]=1[Cl:72]. The catalyst is C(O[Pd]OC(=O)C)(=O)C.O.C(OCC)(=O)C.C(#N)C. The product is [NH2:59][C:60]1[C:65]([F:66])=[C:64]([C:7]2[C:8]3[CH:9]=[CH:10][O:11][C:12]=3[C:4]([Cl:3])=[CH:5][CH:6]=2)[N:63]=[C:62]([C:68]([O:70][CH3:71])=[O:69])[C:61]=1[Cl:72]. The yield is 0.125.